This data is from Reaction yield outcomes from USPTO patents with 853,638 reactions. The task is: Predict the reaction yield, written as a fraction of the theoretical maximum amount of product (1.0 means a 100% yield; for example, 0.34 means a 34% yield). (1) The reactants are Cl.[Cl:2][C:3]1[CH:4]=[C:5]2[C:9](=[CH:10][CH:11]=1)[NH:8][CH:7]=[C:6]2[CH2:12][CH2:13][NH2:14].[C:15]([C:17]1[CH:18]=[C:19]([NH:23][C:24]2[CH:25]=[C:26]([CH:30]=[CH:31][CH:32]=2)[C:27](O)=[O:28])[CH:20]=[CH:21][CH:22]=1)#[N:16].CN(C(ON1N=NC2C=CC=NC1=2)=[N+](C)C)C.F[P-](F)(F)(F)(F)F.C(N(CC)C(C)C)(C)C. The catalyst is CN(C=O)C. The product is [Cl:2][C:3]1[CH:4]=[C:5]2[C:9](=[CH:10][CH:11]=1)[NH:8][CH:7]=[C:6]2[CH2:12][CH2:13][NH:14][C:27](=[O:28])[C:26]1[CH:30]=[CH:31][CH:32]=[C:24]([NH:23][C:19]2[CH:20]=[CH:21][CH:22]=[C:17]([C:15]#[N:16])[CH:18]=2)[CH:25]=1. The yield is 0.370. (2) The reactants are FC(F)(F)C(O)=O.[Cl:8][C:9]1[CH:10]=[C:11]([NH:16][CH:17]([CH3:36])[C:18]([N:20]([CH2:30][CH:31](OC)OC)[CH2:21][CH2:22][CH2:23][N:24]2[CH2:29][CH2:28][CH2:27][CH2:26][CH2:25]2)=[O:19])[CH:12]=[CH:13][C:14]=1[Cl:15].C([SiH](CC)CC)C.C(N(CC)CC)C. The catalyst is C(Cl)Cl. The product is [Cl:8][C:9]1[CH:10]=[C:11]([N:16]2[CH2:31][CH2:30][N:20]([CH2:21][CH2:22][CH2:23][N:24]3[CH2:29][CH2:28][CH2:27][CH2:26][CH2:25]3)[C:18](=[O:19])[CH:17]2[CH3:36])[CH:12]=[CH:13][C:14]=1[Cl:15]. The yield is 0.710.